From a dataset of Reaction yield outcomes from USPTO patents with 853,638 reactions. Predict the reaction yield, written as a fraction of the theoretical maximum amount of product (1.0 means a 100% yield; for example, 0.34 means a 34% yield). (1) The reactants are ClC1N=C(C2SC(C(C)C)=NC=2C2C=C(N[S:23]([C:26]3[C:31]([F:32])=[CH:30][CH:29]=[CH:28][C:27]=3[F:33])(=[O:25])=[O:24])C=CC=2)C=CN=1.[Cl:34][C:35]1[N:40]=[C:39]([C:41]2[S:45][C:44]([N:46]3[CH2:51][CH2:50][O:49][CH2:48][CH2:47]3)=[N:43][C:42]=2[C:52]2[C:53]([O:59][CH3:60])=[C:54]([CH:56]=[CH:57][CH:58]=2)[NH2:55])[CH:38]=[CH:37][N:36]=1.FC1C=CC=C(F)C=1S(Cl)(=O)=O. No catalyst specified. The product is [Cl:34][C:35]1[N:40]=[C:39]([C:41]2[S:45][C:44]([N:46]3[CH2:47][CH2:48][O:49][CH2:50][CH2:51]3)=[N:43][C:42]=2[C:52]2[C:53]([O:59][CH3:60])=[C:54]([NH:55][S:23]([C:26]3[C:31]([F:32])=[CH:30][CH:29]=[CH:28][C:27]=3[F:33])(=[O:25])=[O:24])[CH:56]=[CH:57][CH:58]=2)[CH:38]=[CH:37][N:36]=1. The yield is 0.272. (2) The reactants are Br[C:2]1[CH:3]=[C:4]([CH:6]=[CH:7][CH:8]=1)[NH2:5].[CH3:9][N:10]1[CH:14]=[C:13](B2OC(C)(C)C(C)(C)O2)[CH:12]=[N:11]1.C([O-])([O-])=O.[Na+].[Na+].ClCCl. The catalyst is O1CCOCC1.C1C=CC(P(C2C=CC=CC=2)[C-]2C=CC=C2)=CC=1.C1C=CC(P(C2C=CC=CC=2)[C-]2C=CC=C2)=CC=1.Cl[Pd]Cl.[Fe+2].O. The product is [CH3:9][N:10]1[CH:14]=[C:13]([C:2]2[CH:3]=[C:4]([CH:6]=[CH:7][CH:8]=2)[NH2:5])[CH:12]=[N:11]1. The yield is 0.750. (3) The reactants are [Cl:1][C:2]1[CH:7]=[C:6](I)[C:5]([Cl:9])=[CH:4][N:3]=1.[NH2:10][C:11]1[CH:18]=[CH:17][CH:16]=[CH:15][C:12]=1[C:13]#[N:14].[O-]P(OP(OP([O-])([O-])=O)([O-])=O)(=O)[O-].[K+].[K+].[K+].[K+].[K+].N#N.C1C=CC(P(C2C(OC3C(P(C4C=CC=CC=4)C4C=CC=CC=4)=CC=CC=3)=CC=CC=2)C2C=CC=CC=2)=CC=1. The catalyst is O1CCOCC1.C([O-])(=O)C.[Pd+2].C([O-])(=O)C. The product is [Cl:1][C:2]1[CH:7]=[C:6]([NH:10][C:11]2[CH:18]=[CH:17][CH:16]=[CH:15][C:12]=2[C:13]#[N:14])[C:5]([Cl:9])=[CH:4][N:3]=1. The yield is 0.790. (4) The reactants are [Br:1][C:2]1[CH:3]=[CH:4][C:5]([OH:16])=[C:6]([C:8]([C:10]2[CH:15]=[CH:14][CH:13]=[CH:12][CH:11]=2)=[O:9])[CH:7]=1.[CH3:17][O:18][C:19](=[O:39])[CH2:20][CH2:21][C:22]1[CH:27]=[CH:26][C:25]([O:28][CH2:29][CH2:30][CH:31](OS(C)(=O)=O)[CH3:32])=[CH:24][C:23]=1[CH3:38].C([O-])([O-])=O.[Cs+].[Cs+].Cl. The catalyst is CN(C=O)C.O. The product is [CH3:17][O:18][C:19](=[O:39])[CH2:20][CH2:21][C:22]1[CH:27]=[CH:26][C:25]([O:28][CH2:29][CH2:30][CH:31]([O:16][C:5]2[CH:4]=[CH:3][C:2]([Br:1])=[CH:7][C:6]=2[C:8](=[O:9])[C:10]2[CH:15]=[CH:14][CH:13]=[CH:12][CH:11]=2)[CH3:32])=[CH:24][C:23]=1[CH3:38]. The yield is 0.660. (5) The reactants are [N:1]1[CH:6]=[CH:5][CH:4]=[C:3]([C:7]2[S:8][CH:9]=[C:10]([C:12]([OH:14])=O)[N:11]=2)[CH:2]=1.[NH2:15][C@H:16]([CH3:32])[CH2:17][N:18]1[CH:22]=[CH:21][C:20]([C:23]2[CH:30]=[CH:29][C:26]([C:27]#[N:28])=[C:25]([Cl:31])[CH:24]=2)=[N:19]1. No catalyst specified. The product is [Cl:31][C:25]1[CH:24]=[C:23]([C:20]2[CH:21]=[CH:22][N:18]([CH2:17][C@H:16]([NH:15][C:12]([C:10]3[N:11]=[C:7]([C:3]4[CH:2]=[N:1][CH:6]=[CH:5][CH:4]=4)[S:8][CH:9]=3)=[O:14])[CH3:32])[N:19]=2)[CH:30]=[CH:29][C:26]=1[C:27]#[N:28]. The yield is 0.0106. (6) The reactants are [I:1][C:2]1[CH:7]=[CH:6][C:5]([N:8]([CH2:11][C:12](=O)[CH3:13])[CH:9]=O)=[C:4]([O:15][CH3:16])[CH:3]=1.C([O-])(=O)C.[NH4+:21].C(=O)([O-])O.[Na+]. The catalyst is C(O)(=O)C.O. The product is [I:1][C:2]1[CH:7]=[CH:6][C:5]([N:8]2[CH:11]=[C:12]([CH3:13])[N:21]=[CH:9]2)=[C:4]([O:15][CH3:16])[CH:3]=1. The yield is 0.720. (7) The reactants are [Cl:1][C:2]1[C:3]([F:24])=[C:4]([NH:9][C:10]2[C:19]3[C:14](=[CH:15][C:16](F)=[C:17]([N+:20]([O-:22])=[O:21])[CH:18]=3)[N:13]=[CH:12][N:11]=2)[CH:5]=[CH:6][C:7]=1[Cl:8].[CH3:25][CH2:26][O-:27].[Na+].O. The catalyst is CCO. The product is [Cl:1][C:2]1[C:3]([F:24])=[C:4]([NH:9][C:10]2[C:19]3[C:14](=[CH:15][C:16]([O:27][CH2:26][CH3:25])=[C:17]([N+:20]([O-:22])=[O:21])[CH:18]=3)[N:13]=[CH:12][N:11]=2)[CH:5]=[CH:6][C:7]=1[Cl:8]. The yield is 0.301. (8) The reactants are C(OC([N:8]([C:16]1[CH:21]=[CH:20][CH:19]=[CH:18][CH:17]=1)[C:9]1[N:14]=[CH:13][C:12](Br)=[CH:11][N:10]=1)=O)(C)(C)C.[CH3:22][NH:23][C:24]1[CH:29]=[CH:28][CH:27]=[C:26](C(F)(F)F)[CH:25]=1.[F:34]C(F)(F)C(O)=O. The catalyst is ClCCl. The product is [F:34][C:27]1[CH:28]=[CH:29][C:24]([N:23]([CH3:22])[C:12]2[CH:13]=[N:14][C:9]([NH:8][C:16]3[CH:17]=[CH:18][CH:19]=[CH:20][CH:21]=3)=[N:10][CH:11]=2)=[CH:25][CH:26]=1. The yield is 0.250. (9) The reactants are [Li+].[OH-].C[O:4][C:5](=[O:29])[CH2:6][N:7]([CH:15]([C:17]1[CH:22]=[CH:21][C:20]([C:23]2[CH:28]=[CH:27][CH:26]=[CH:25][CH:24]=2)=[CH:19][CH:18]=1)[CH3:16])[C:8]([O:10][C:11]([CH3:14])([CH3:13])[CH3:12])=[O:9]. The catalyst is C1COCC1.CO.O. The product is [C:20]1([C:23]2[CH:24]=[CH:25][CH:26]=[CH:27][CH:28]=2)[CH:19]=[CH:18][C:17]([CH:15]([N:7]([CH2:6][C:5]([OH:29])=[O:4])[C:8]([O:10][C:11]([CH3:14])([CH3:13])[CH3:12])=[O:9])[CH3:16])=[CH:22][CH:21]=1. The yield is 0.979. (10) The reactants are [CH3:1][C@@H:2]1[N:23]2[C:6]3[C:7]([C:19]([C:21]([C:24]([OH:26])=[O:25])=[CH:22]2)=[O:20])=[CH:8][C:9]([F:18])=[C:10]([N:11]2[CH2:16][CH2:15][N:14]([CH3:17])[CH2:13][CH2:12]2)[C:5]=3[O:4][CH2:3]1. The catalyst is CCCCO. The product is [CH3:1][C@@H:2]1[N:23]2[CH:22]=[C:21]([C:24]([OH:26])=[O:25])[C:19]([C:7]3=[CH:8][C:9]([F:18])=[C:10]([N:11]4[CH2:16][CH2:15][N:14]([CH3:17])[CH2:13][CH2:12]4)[C:5](=[C:6]23)[O:4][CH2:3]1)=[O:20].[CH3:1][C@@H:2]1[N:23]2[CH:22]=[C:21]([C:24]([OH:26])=[O:25])[C:19]([C:7]3=[CH:8][C:9]([F:18])=[C:10]([N:11]4[CH2:16][CH2:15][N:14]([CH3:17])[CH2:13][CH2:12]4)[C:5](=[C:6]23)[O:4][CH2:3]1)=[O:20].[OH2:4]. The yield is 0.810.